This data is from Forward reaction prediction with 1.9M reactions from USPTO patents (1976-2016). The task is: Predict the product of the given reaction. (1) Given the reactants Cl.[F:2][C:3]([F:29])([F:28])[CH2:4][O:5][C:6]([N:8]1[CH2:14][C@H:13](N)[C:12](=[O:16])[N:11]([CH2:17][C:18]([F:21])([F:20])[F:19])[C:10]2[CH:22]=[C:23](F)[C:24](F)=[CH:25][C:9]1=2)=[O:7].OC(C)(C(NCC(F)(F)C(F)(F)F)=O)C(O)=O.ON1C2C=CC=CC=2N=N1, predict the reaction product. The product is: [F:29][C:3]([F:2])([F:28])[CH2:4][O:5][C:6]([N:8]1[CH2:14][CH2:13][C:12](=[O:16])[N:11]([CH2:17][C:18]([F:19])([F:20])[F:21])[C:10]2[CH:22]=[CH:23][CH:24]=[CH:25][C:9]1=2)=[O:7]. (2) Given the reactants CC(C)=[O:3].C[N+]1([O-])CCOCC1.[C:13]([O:17][C:18]([N:20]1[CH2:25][CH2:24][C:23]2[N:26]=[C:27](/[CH:29]=C/C3C=CC=CC=3)[O:28][C:22]=2[CH2:21]1)=[O:19])([CH3:16])([CH3:15])[CH3:14].S([O-])([O-])(=O)=S.[Na+].[Na+], predict the reaction product. The product is: [C:13]([O:17][C:18]([N:20]1[CH2:25][CH2:24][C:23]2[N:26]=[C:27]([CH:29]=[O:3])[O:28][C:22]=2[CH2:21]1)=[O:19])([CH3:14])([CH3:15])[CH3:16]. (3) Given the reactants [Cl:1][C:2]1[CH:3]=[C:4]([CH:10]=[CH:11][C:12]=1[CH:13]1[CH2:15][CH2:14]1)[C:5]([O:7]CC)=[O:6].C1COCC1.[OH-].[Na+], predict the reaction product. The product is: [Cl:1][C:2]1[CH:3]=[C:4]([CH:10]=[CH:11][C:12]=1[CH:13]1[CH2:14][CH2:15]1)[C:5]([OH:7])=[O:6]. (4) Given the reactants ClC1N=C(C2SC(C(C)C)=NC=2C2C=C(NS(C3C(F)=CC=CC=3F)(=O)=O)C=CC=2)C=CN=1.[NH2:34][C:35]1[C:36]([F:57])=[C:37]([C:41]2[N:42]=[C:43]([C:53]([CH3:56])([CH3:55])[CH3:54])[S:44][C:45]=2[C:46]2[CH:51]=[CH:50][N:49]=[C:48]([NH2:52])[N:47]=2)[CH:38]=[CH:39][CH:40]=1.[O:58]1[CH:62]=[CH:61][CH:60]=[C:59]1[S:63](Cl)(=[O:65])=[O:64], predict the reaction product. The product is: [NH2:52][C:48]1[N:47]=[C:46]([C:45]2[S:44][C:43]([C:53]([CH3:54])([CH3:56])[CH3:55])=[N:42][C:41]=2[C:37]2[C:36]([F:57])=[C:35]([NH:34][S:63]([C:59]3[O:58][CH:62]=[CH:61][CH:60]=3)(=[O:65])=[O:64])[CH:40]=[CH:39][CH:38]=2)[CH:51]=[CH:50][N:49]=1. (5) Given the reactants [Br:1][C:2]1[CH:7]=[CH:6][C:5]([NH:8][C:9]2[C:13]3[CH2:14][N:15]([C:18](=[O:20])[CH3:19])[CH2:16][CH2:17][C:12]=3[NH:11][N:10]=2)=[C:4]([F:21])[CH:3]=1.CS(O[CH:27]1[CH2:31][CH2:30][O:29][CH2:28]1)(=O)=O.C([O-])([O-])=O.[Cs+].[Cs+].O, predict the reaction product. The product is: [Br:1][C:2]1[CH:7]=[CH:6][C:5]([NH:8][C:9]2[C:13]3[CH2:14][N:15]([C:18](=[O:20])[CH3:19])[CH2:16][CH2:17][C:12]=3[N:11]([CH:27]3[CH2:31][CH2:30][O:29][CH2:28]3)[N:10]=2)=[C:4]([F:21])[CH:3]=1. (6) Given the reactants Br[CH2:2][C:3]1[CH:12]=[CH:11][C:6]([C:7]([O:9][CH3:10])=[O:8])=[C:5]([Cl:13])[CH:4]=1.[N-:14]=[N+:15]=[N-:16].[Na+], predict the reaction product. The product is: [N:14]([CH2:2][C:3]1[CH:12]=[CH:11][C:6]([C:7]([O:9][CH3:10])=[O:8])=[C:5]([Cl:13])[CH:4]=1)=[N+:15]=[N-:16]. (7) Given the reactants [Cl:1][C:2]1[C:7]([F:8])=[CH:6][CH:5]=[CH:4][C:3]=1[C:9](=O)[CH3:10].[CH3:12][C:13]([S@:16]([NH2:18])=[O:17])([CH3:15])[CH3:14], predict the reaction product. The product is: [Cl:1][C:2]1[C:7]([F:8])=[CH:6][CH:5]=[CH:4][C:3]=1/[C:9](=[N:18]\[S@@:16]([C:13]([CH3:15])([CH3:14])[CH3:12])=[O:17])/[CH3:10]. (8) Given the reactants Br[C@@H:2]1[CH2:10][C:9]2[C:4](=[CH:5][CH:6]=[CH:7][CH:8]=2)[C@H:3]1[OH:11].[N-:12]=[N+:13]=[N-:14].[Na+].O, predict the reaction product. The product is: [N:12]([C@H:2]1[CH2:10][C:9]2[C:4](=[CH:5][CH:6]=[CH:7][CH:8]=2)[C@H:3]1[OH:11])=[N+:13]=[N-:14]. (9) Given the reactants C(OC([N:8]1[CH2:13][CH2:12][N:11]([C:14]2[N:19]=[C:18]([C:20]3[CH:25]=[CH:24][N:23]=[C:22]([NH:26]CC4C=CC(OC)=C(OC)C=4)[CH:21]=3)[CH:17]=[C:16]([C:38](=[O:40])[NH2:39])[CH:15]=2)[CH2:10][CH2:9]1)=O)(C)(C)C.C1(SC)C=CC=CC=1.FC(F)(F)C(O)=O, predict the reaction product. The product is: [NH2:26][C:22]1[CH:21]=[C:20]([C:18]2[CH:17]=[C:16]([C:38]([NH2:39])=[O:40])[CH:15]=[C:14]([N:11]3[CH2:10][CH2:9][NH:8][CH2:13][CH2:12]3)[N:19]=2)[CH:25]=[CH:24][N:23]=1. (10) The product is: [Cl:3][C:4]1[CH:5]=[C:6]([C:10]2[C:19]3[C:14](=[CH:15][CH:16]=[C:17]([C:20]([OH:27])([C:28]4[CH:29]=[CH:32][C:33]([CH:41]([OH:42])[CH3:40])=[CH:34][CH:35]=4)[C:21]4[N:25]([CH3:26])[CH:24]=[N:23][CH:22]=4)[CH:18]=3)[N:13]([CH3:36])[C:12](=[O:37])[CH:11]=2)[CH:7]=[CH:8][CH:9]=1. Given the reactants [Li]C.[Cl:3][C:4]1[CH:5]=[C:6]([C:10]2[C:19]3[C:14](=[CH:15][CH:16]=[C:17]([C:20]([C:28]4[CH:35]=[CH:34][CH:33]=[CH:32][C:29]=4C=O)([OH:27])[C:21]4[N:25]([CH3:26])[CH:24]=[N:23][CH:22]=4)[CH:18]=3)[N:13]([CH3:36])[C:12](=[O:37])[CH:11]=2)[CH:7]=[CH:8][CH:9]=1.O.C1C[O:42][CH2:41][CH2:40]1, predict the reaction product.